Dataset: Reaction yield outcomes from USPTO patents with 853,638 reactions. Task: Predict the reaction yield, written as a fraction of the theoretical maximum amount of product (1.0 means a 100% yield; for example, 0.34 means a 34% yield). (1) The reactants are [Cl:1][C:2]1[CH:7]=[CH:6][C:5](/[CH:8]=[CH:9]/[C:10]2(C(C3CCCCO3)=O)[C:18]3[C:13](=[CH:14][CH:15]=[C:16]([C:19]4[N:23]=[CH:22][N:21](C(C5C=CC=CC=5)(C5C=CC=CC=5)C5C=CC=CC=5)[N:20]=4)[CH:17]=3)[NH:12][NH:11]2)=[CH:4][CH:3]=1. The catalyst is O1CCOCC1.Cl. The product is [Cl:1][C:2]1[CH:7]=[CH:6][C:5](/[CH:8]=[CH:9]/[C:10]2[C:18]3[C:13](=[CH:14][CH:15]=[C:16]([C:19]4[N:23]=[CH:22][NH:21][N:20]=4)[CH:17]=3)[NH:12][N:11]=2)=[CH:4][CH:3]=1. The yield is 0.566. (2) The reactants are Cl[C:2]1[CH:7]=[CH:6][N:5]=[C:4]2[CH:8]=[C:9]([C:11]([N:13]3[CH2:17][CH2:16][C@@H:15]([OH:18])[CH2:14]3)=[O:12])[S:10][C:3]=12.[CH3:19][NH:20][C:21]([C:23]1[C:24]2[CH:33]=[CH:32][C:31]([OH:34])=[CH:30][C:25]=2[S:26][C:27]=1[CH2:28][CH3:29])=[O:22].C([O-])([O-])=O.[Cs+].[Cs+]. No catalyst specified. The product is [CH3:19][NH:20][C:21]([C:23]1[C:24]2[CH:33]=[CH:32][C:31]([O:34][C:2]3[CH:7]=[CH:6][N:5]=[C:4]4[CH:8]=[C:9]([C:11]([N:13]5[CH2:17][CH2:16][C@@H:15]([OH:18])[CH2:14]5)=[O:12])[S:10][C:3]=34)=[CH:30][C:25]=2[S:26][C:27]=1[CH2:28][CH3:29])=[O:22]. The yield is 0.630. (3) The reactants are Br[C:2]1[C:3]([CH3:16])=[C:4]([O:14][CH3:15])[C:5]2[O:9][C:8]([CH3:11])([CH3:10])[CH2:7][C:6]=2[C:12]=1[CH3:13].[CH3:17][C:18]1[CH:23]=[CH:22][C:21]([N:24]2[CH2:29][CH2:28][NH:27][CH2:26][CH2:25]2)=[CH:20][CH:19]=1. No catalyst specified. The product is [CH3:15][O:14][C:4]1[C:5]2[O:9][C:8]([CH3:11])([CH3:10])[CH2:7][C:6]=2[C:12]([CH3:13])=[C:2]([N:27]2[CH2:28][CH2:29][N:24]([C:21]3[CH:22]=[CH:23][C:18]([CH3:17])=[CH:19][CH:20]=3)[CH2:25][CH2:26]2)[C:3]=1[CH3:16]. The yield is 0.550. (4) The reactants are [CH3:1][N:2]([C@@H:10]([CH3:34])[C:11]([NH:13][C@H:14]1[C@H:20]([CH3:21])[N:19]([C:22](=[O:28])[CH2:23][S:24]([CH3:27])(=[O:26])=[O:25])[C:18]2[CH:29]=[CH:30][CH:31]=[CH:32][C:17]=2[NH:16][C:15]1=[O:33])=[O:12])[C:3](=[O:9])[O:4][C:5]([CH3:8])([CH3:7])[CH3:6].Br.Br[CH2:37][C:38]1[C:47]2[C:42](=[CH:43][CH:44]=[CH:45][CH:46]=2)[N:41]=[CH:40][CH:39]=1.C(=O)([O-])[O-].[Cs+].[Cs+]. The catalyst is CN(C=O)C.CCOC(C)=O. The product is [CH3:1][N:2]([C@@H:10]([CH3:34])[C:11]([NH:13][C@H:14]1[C@H:20]([CH3:21])[N:19]([C:22](=[O:28])[CH2:23][S:24]([CH3:27])(=[O:25])=[O:26])[C:18]2[CH:29]=[CH:30][CH:31]=[CH:32][C:17]=2[N:16]([CH2:37][C:38]2[C:47]3[C:42](=[CH:43][CH:44]=[CH:45][CH:46]=3)[N:41]=[CH:40][CH:39]=2)[C:15]1=[O:33])=[O:12])[C:3](=[O:9])[O:4][C:5]([CH3:6])([CH3:7])[CH3:8]. The yield is 0.300. (5) The reactants are [CH2:1]([O:3][C:4]([C:6]1[CH2:13][C:9]2([CH2:12][CH2:11][CH2:10]2)[O:8][N:7]=1)=[O:5])[CH3:2].CSC.B. The catalyst is O1CCCC1. The product is [CH2:1]([O:3][C:4]([CH:6]1[CH2:13][C:9]2([CH2:10][CH2:11][CH2:12]2)[O:8][NH:7]1)=[O:5])[CH3:2]. The yield is 0.290. (6) The reactants are OO.C(O)=[O:4].[F:6][C:7]([F:31])=[CH:8][CH2:9][S:10][CH:11]([C:22]1[C:27]([F:28])=[CH:26][CH:25]=[C:24]([F:29])[C:23]=1[F:30])[C:12]1[C:13]([CH3:21])=[CH:14][C:15]([C:18]([NH2:20])=[O:19])=[N:16][CH:17]=1.[OH2:32]. No catalyst specified. The product is [F:31][C:7]([F:6])=[CH:8][CH2:9][S:10]([CH:11]([C:22]1[C:27]([F:28])=[CH:26][CH:25]=[C:24]([F:29])[C:23]=1[F:30])[C:12]1[C:13]([CH3:21])=[CH:14][C:15]([C:18]([NH2:20])=[O:19])=[N:16][CH:17]=1)(=[O:4])=[O:32]. The yield is 0.740. (7) The reactants are [NH2:1][C:2]1[CH:3]=[N:4][CH:5]=[CH:6][C:7]=1[N:8]1[CH2:13][CH2:12][C@@H:11]([NH:14][C:15](=[O:21])[O:16][C:17]([CH3:20])([CH3:19])[CH3:18])[C@H:10]([O:22][Si:23]([C:26]([CH3:29])([CH3:28])[CH3:27])([CH3:25])[CH3:24])[CH2:9]1.[NH2:30][C:31]1[C:32]([C:38](O)=[O:39])=[N:33][C:34]([Br:37])=[CH:35][CH:36]=1. No catalyst specified. The product is [NH2:30][C:31]1[C:32]([C:38]([NH:1][C:2]2[CH:3]=[N:4][CH:5]=[CH:6][C:7]=2[N:8]2[CH2:13][CH2:12][C@@H:11]([NH:14][C:15](=[O:21])[O:16][C:17]([CH3:19])([CH3:20])[CH3:18])[C@H:10]([O:22][Si:23]([C:26]([CH3:29])([CH3:28])[CH3:27])([CH3:25])[CH3:24])[CH2:9]2)=[O:39])=[N:33][C:34]([Br:37])=[CH:35][CH:36]=1. The yield is 0.200. (8) The reactants are [OH:1][C:2]([CH3:38])([CH3:37])[CH2:3][C@@:4]1([C:31]2[CH:36]=[CH:35][CH:34]=[CH:33][CH:32]=2)[O:9][C:8](=[O:10])[N:7]([C@H:11]([C:13]2[CH:18]=[CH:17][C:16]([C:19]3[CH:24]=[CH:23][N:22]=[C:21]([C:25]4([C:28](O)=[O:29])[CH2:27][CH2:26]4)[CH:20]=3)=[CH:15][CH:14]=2)[CH3:12])[CH2:6][CH2:5]1.[CH3:39][NH2:40]. No catalyst specified. The product is [CH3:39][NH:40][C:28]([C:25]1([C:21]2[CH:20]=[C:19]([C:16]3[CH:17]=[CH:18][C:13]([C@@H:11]([N:7]4[CH2:6][CH2:5][C@:4]([CH2:3][C:2]([OH:1])([CH3:37])[CH3:38])([C:31]5[CH:32]=[CH:33][CH:34]=[CH:35][CH:36]=5)[O:9][C:8]4=[O:10])[CH3:12])=[CH:14][CH:15]=3)[CH:24]=[CH:23][N:22]=2)[CH2:27][CH2:26]1)=[O:29]. The yield is 0.590. (9) The reactants are [CH3:1][C:2]1([CH3:17])[CH2:10][C:5]2(OCC[O:6]2)[C:4]([C:11]2[N:15]([CH3:16])[N:14]=[CH:13][CH:12]=2)=[CH:3]1.Cl. The catalyst is C1COCC1. The product is [CH3:1][C:2]1([CH3:17])[CH2:10][C:5](=[O:6])[C:4]([C:11]2[N:15]([CH3:16])[N:14]=[CH:13][CH:12]=2)=[CH:3]1. The yield is 0.900.